Predict the reactants needed to synthesize the given product. From a dataset of Full USPTO retrosynthesis dataset with 1.9M reactions from patents (1976-2016). (1) Given the product [CH2:62]([S:61][C:58]1[CH:57]=[C:56]2[C:55](=[CH:60][CH:59]=1)[N:54]([C:47]1[CH:46]=[C:45]([Cl:53])[C:44]([Br:43])=[CH:49][C:48]=1[O:50][CH3:51])[C:71](=[NH:72])[CH:70]=[CH:69]2)[C:63]1[CH:68]=[CH:67][CH:66]=[CH:65][CH:64]=1, predict the reactants needed to synthesize it. The reactants are: CC1(C)C2C(=C(P(C3C=CC=CC=3)C3C=CC=CC=3)C=CC=2)OC2C(P(C3C=CC=CC=3)C3C=CC=CC=3)=CC=CC1=2.[Br:43][C:44]1[CH:49]=[C:48]([O:50][CH3:51])[C:47](I)=[CH:46][C:45]=1[Cl:53].[NH2:54][C:55]1[CH:60]=[CH:59][C:58]([S:61][CH2:62][C:63]2[CH:68]=[CH:67][CH:66]=[CH:65][CH:64]=2)=[CH:57][C:56]=1/[CH:69]=[CH:70]/[C:71]#[N:72].P([O-])([O-])([O-])=O.[K+].[K+].[K+].CC(C)([O-])C.[K+].C1COCC1. (2) The reactants are: [N+:1]([C:4]1[CH:9]=[CH:8][C:7]([N:10]2[C:14]3=[N:15][CH:16]=[N:17][C:18]([NH2:19])=[C:13]3[CH:12]=[N:11]2)=[CH:6][CH:5]=1)([O-])=O. Given the product [NH2:1][C:4]1[CH:9]=[CH:8][C:7]([N:10]2[C:14]3=[N:15][CH:16]=[N:17][C:18]([NH2:19])=[C:13]3[CH:12]=[N:11]2)=[CH:6][CH:5]=1, predict the reactants needed to synthesize it.